From a dataset of Reaction yield outcomes from USPTO patents with 853,638 reactions. Predict the reaction yield, written as a fraction of the theoretical maximum amount of product (1.0 means a 100% yield; for example, 0.34 means a 34% yield). The reactants are Cl[C:2]1[CH:11]=[CH:10][C:9]2[C:4](=[CH:5][CH:6]=[CH:7][CH:8]=2)[N:3]=1.[F:12][C:13]1[CH:18]=[CH:17][CH:16]=[CH:15][C:14]=1B(O)O.C([O-])([O-])=O.[K+].[K+]. The catalyst is COCCOC.O.C1C=CC(P(C2C=CC=CC=2)C2C=CC=CC=2)=CC=1.C1C=CC(P(C2C=CC=CC=2)C2C=CC=CC=2)=CC=1.C1C=CC(P(C2C=CC=CC=2)C2C=CC=CC=2)=CC=1.C1C=CC(P(C2C=CC=CC=2)C2C=CC=CC=2)=CC=1.[Pd]. The product is [F:12][C:13]1[CH:18]=[CH:17][CH:16]=[CH:15][C:14]=1[C:2]1[CH:11]=[CH:10][C:9]2[C:4](=[CH:5][CH:6]=[CH:7][CH:8]=2)[N:3]=1. The yield is 0.960.